This data is from Full USPTO retrosynthesis dataset with 1.9M reactions from patents (1976-2016). The task is: Predict the reactants needed to synthesize the given product. (1) The reactants are: C(OC([N:8]1[C:16]2[CH:15]=[C:14]([N:17]3[CH2:21][CH2:20][CH2:19][C:18]3=[O:22])[N:13]=[CH:12][C:11]=2[C:10]([CH3:24])([CH3:23])[CH2:9]1)=O)(C)(C)C.[ClH:25]. Given the product [ClH:25].[CH3:23][C:10]1([CH3:24])[C:11]2[CH:12]=[N:13][C:14]([N:17]3[CH2:21][CH2:20][CH2:19][C:18]3=[O:22])=[CH:15][C:16]=2[NH:8][CH2:9]1, predict the reactants needed to synthesize it. (2) Given the product [Br:1][C:2]1[CH:10]=[C:9]2[C:5]([CH2:6][C:7]3([CH2:20][C:15]4[C:14](=[CH:19][CH:18]=[CH:17][CH:16]=4)[CH2:13]3)[C:8]2=[O:11])=[CH:4][CH:3]=1, predict the reactants needed to synthesize it. The reactants are: [Br:1][C:2]1[CH:10]=[C:9]2[C:5]([CH2:6][CH2:7][C:8]2=[O:11])=[CH:4][CH:3]=1.Br[CH2:13][C:14]1[CH:19]=[CH:18][CH:17]=[CH:16][C:15]=1[CH2:20]Br.[H-].[Na+]. (3) The reactants are: [C:1]([C:5]1[CH:32]=[CH:31][C:8]([CH2:9][N:10]([CH2:22][CH2:23][C:24]2[CH:29]=[CH:28][C:27]([F:30])=[CH:26][CH:25]=2)[C:11]([C:13]2[CH:14]=[CH:15][CH:16]=[C:17]3[C:21]=2[NH:20][CH:19]=[CH:18]3)=[O:12])=[C:7]([OH:33])[CH:6]=1)([CH3:4])([CH3:3])[CH3:2].CI.[C:36](=O)([O-])[O-].[K+].[K+]. Given the product [C:1]([C:5]1[CH:32]=[CH:31][C:8]([CH2:9][N:10]([CH2:22][CH2:23][C:24]2[CH:25]=[CH:26][C:27]([F:30])=[CH:28][CH:29]=2)[C:11]([C:13]2[CH:14]=[CH:15][CH:16]=[C:17]3[C:21]=2[NH:20][CH:19]=[CH:18]3)=[O:12])=[C:7]([O:33][CH3:36])[CH:6]=1)([CH3:4])([CH3:2])[CH3:3], predict the reactants needed to synthesize it.